Task: Predict the reaction yield, written as a fraction of the theoretical maximum amount of product (1.0 means a 100% yield; for example, 0.34 means a 34% yield).. Dataset: Reaction yield outcomes from USPTO patents with 853,638 reactions (1) The product is [F:29][C:24]1[CH:25]=[CH:26][CH:27]=[CH:28][C:23]=1[CH2:22][CH2:21][C@H:9]1[CH2:10][NH:11][CH2:12][CH2:13][NH:8]1. The reactants are C([N:8]1[CH2:13][CH2:12][N:11](CC2C=CC=CC=2)[CH2:10][C@@H:9]1[CH2:21][CH2:22][C:23]1[CH:28]=[CH:27][CH:26]=[CH:25][C:24]=1[F:29])C1C=CC=CC=1.C([O-])=O.[NH4+]. The catalyst is [Pd].C(O)C. The yield is 0.780. (2) The reactants are Cl[C:2]1[N:10]=[C:9]2[C:5]([N:6]=[CH:7][N:8]2[CH:11]([CH3:13])[CH3:12])=[C:4]([C:14]2[CH:15]=[N:16][C:17]([NH2:20])=[N:18][CH:19]=2)[N:3]=1.[NH:21]1[CH2:26][CH2:25][O:24][CH2:23][CH2:22]1. The catalyst is CC(N(C)C)=O. The product is [CH:11]([N:8]1[CH:7]=[N:6][C:5]2[C:9]1=[N:10][C:2]([N:21]1[CH2:26][CH2:25][O:24][CH2:23][CH2:22]1)=[N:3][C:4]=2[C:14]1[CH:15]=[N:16][C:17]([NH2:20])=[N:18][CH:19]=1)([CH3:13])[CH3:12]. The yield is 0.580. (3) The reactants are [Br:1][C:2]1[C:7]([C:8]([OH:10])=[O:9])=[CH:6][N:5]=[CH:4][CH:3]=1.[C:11](Cl)(=O)C(Cl)=O.CN(C=O)C.CO. The catalyst is C(Cl)Cl. The product is [Br:1][C:2]1[C:7]([C:8]([O:10][CH3:11])=[O:9])=[CH:6][N:5]=[CH:4][CH:3]=1. The yield is 0.850. (4) The reactants are [Br:1][C:2]1[CH:7]=[CH:6][C:5]([OH:8])=[CH:4][C:3]=1[F:9].C(=O)([O-])[O-].[K+].[K+].Br[CH2:17][CH:18]([O:22][CH2:23][CH3:24])[O:19][CH2:20][CH3:21]. The yield is 1.00. The product is [Br:1][C:2]1[CH:7]=[CH:6][C:5]([O:8][CH2:17][CH:18]([O:22][CH2:23][CH3:24])[O:19][CH2:20][CH3:21])=[CH:4][C:3]=1[F:9]. The catalyst is CN(C)C=O.